Predict which catalyst facilitates the given reaction. From a dataset of Catalyst prediction with 721,799 reactions and 888 catalyst types from USPTO. (1) Reactant: [Li][CH2:2][CH2:3][CH2:4]C.[I-].C([P+](C1C=CC=CC=1)(C1C=CC=CC=1)C1C=CC=CC=1)(C)C.[CH:29]([C@@H:31]1[CH2:35][N:34]([C:36]([O:38][CH2:39][C:40]2[CH:45]=[CH:44][CH:43]=[CH:42][CH:41]=2)=[O:37])[C:33](=[O:46])[CH2:32]1)=O.[NH4+].[Cl-]. Product: [CH3:2][C:3]([CH3:4])=[CH:29][C@@H:31]1[CH2:35][N:34]([C:36]([O:38][CH2:39][C:40]2[CH:45]=[CH:44][CH:43]=[CH:42][CH:41]=2)=[O:37])[C:33](=[O:46])[CH2:32]1. The catalyst class is: 1. (2) Reactant: [F:1][C:2]1[CH:10]=[C:9]2[C:5]([CH2:6][CH2:7][N:8]2[CH:11]2[CH2:16][CH2:15][N:14]([C:17]3[N:22]=[N:21][C:20]([C:23]4[CH:24]=[N:25][N:26]([CH2:28][C:29](OCC)=[O:30])[CH:27]=4)=[CH:19][CH:18]=3)[CH2:13][CH2:12]2)=[CH:4][CH:3]=1.[BH4-].[Na+].C(Cl)Cl.O. Product: [F:1][C:2]1[CH:10]=[C:9]2[C:5]([CH2:6][CH2:7][N:8]2[CH:11]2[CH2:12][CH2:13][N:14]([C:17]3[N:22]=[N:21][C:20]([C:23]4[CH:24]=[N:25][N:26]([CH2:28][CH2:29][OH:30])[CH:27]=4)=[CH:19][CH:18]=3)[CH2:15][CH2:16]2)=[CH:4][CH:3]=1. The catalyst class is: 14.